Dataset: Reaction yield outcomes from USPTO patents with 853,638 reactions. Task: Predict the reaction yield, written as a fraction of the theoretical maximum amount of product (1.0 means a 100% yield; for example, 0.34 means a 34% yield). The reactants are [F:1][C:2]1[CH:8]=[C:7]([I:9])[CH:6]=[CH:5][C:3]=1[NH2:4].[F:10][C:11]1[CH:16]=[C:15]([O:17][CH2:18][CH2:19][O:20][CH3:21])[C:14]([N+:22]([O-:24])=[O:23])=[C:13](F)[C:12]=1[F:26]. No catalyst specified. The product is [F:26][C:12]1[C:11]([F:10])=[CH:16][C:15]([O:17][CH2:18][CH2:19][O:20][CH3:21])=[C:14]([N+:22]([O-:24])=[O:23])[C:13]=1[NH:4][C:3]1[CH:5]=[CH:6][C:7]([I:9])=[CH:8][C:2]=1[F:1]. The yield is 0.320.